Dataset: Forward reaction prediction with 1.9M reactions from USPTO patents (1976-2016). Task: Predict the product of the given reaction. (1) Given the reactants [C:1]([C:5]1[N:10]=[CH:9][C:8]([C:11]2[N:12]([C:32]([N:34]3[CH2:39][CH2:38][CH:37]([CH2:40][C:41](O)=[O:42])[CH2:36][CH2:35]3)=[O:33])[C@@:13]([C:25]3[CH:30]=[CH:29][C:28]([Cl:31])=[CH:27][CH:26]=3)([CH3:24])[C@@:14]([C:17]3[CH:22]=[CH:21][C:20]([Cl:23])=[CH:19][CH:18]=3)([CH3:16])[N:15]=2)=[C:7]([O:44][CH2:45][CH3:46])[CH:6]=1)([CH3:4])([CH3:3])[CH3:2].[C:47]1([CH3:56])[CH:52]=[CH:51][CH:50]=[C:49]([CH2:53][CH2:54][NH2:55])[CH:48]=1, predict the reaction product. The product is: [C:1]([C:5]1[N:10]=[CH:9][C:8]([C:11]2[N:12]([C:32]([N:34]3[CH2:39][CH2:38][CH:37]([CH2:40][C:41]([NH:55][CH2:54][CH2:53][C:49]4[CH:48]=[C:47]([CH3:56])[CH:52]=[CH:51][CH:50]=4)=[O:42])[CH2:36][CH2:35]3)=[O:33])[C@@:13]([C:25]3[CH:30]=[CH:29][C:28]([Cl:31])=[CH:27][CH:26]=3)([CH3:24])[C@@:14]([C:17]3[CH:18]=[CH:19][C:20]([Cl:23])=[CH:21][CH:22]=3)([CH3:16])[N:15]=2)=[C:7]([O:44][CH2:45][CH3:46])[CH:6]=1)([CH3:2])([CH3:3])[CH3:4]. (2) Given the reactants [S:1]1[CH:5]=[CH:4][CH:3]=[C:2]1[CH:6]=O.[CH3:8][O:9][CH2:10][CH2:11][NH2:12].[C:13]1(=[O:24])[O:19][C:17](=O)[C:16]2=[CH:20][CH:21]=[CH:22][CH:23]=[C:15]2[CH2:14]1.[C:25]1([CH2:35][NH2:36])[C:34]2[C:29](=[CH:30][CH:31]=[CH:32][CH:33]=2)[CH:28]=[CH:27][CH:26]=1, predict the reaction product. The product is: [CH3:8][O:9][CH2:10][CH2:11][N:12]1[CH:6]([C:2]2[S:1][CH:5]=[CH:4][CH:3]=2)[CH:14]([C:13]([NH:36][CH2:35][C:25]2[C:34]3[C:29](=[CH:30][CH:31]=[CH:32][CH:33]=3)[CH:28]=[CH:27][CH:26]=2)=[O:24])[C:15]2[C:16](=[CH:20][CH:21]=[CH:22][CH:23]=2)[C:17]1=[O:19]. (3) The product is: [C:24]1([C:21]([NH:30][C:2]2[N:7]=[C:6]([C:8]3[CH:20]=[CH:19][C:11]4[N:12]=[C:13]([NH:15][C:16](=[O:18])[CH3:17])[S:14][C:10]=4[CH:9]=3)[CH:5]=[CH:4][N:3]=2)([CH3:23])[CH3:22])[CH:29]=[CH:28][CH:27]=[CH:26][CH:25]=1. Given the reactants Cl[C:2]1[N:7]=[C:6]([C:8]2[CH:20]=[CH:19][C:11]3[N:12]=[C:13]([NH:15][C:16](=[O:18])[CH3:17])[S:14][C:10]=3[CH:9]=2)[CH:5]=[CH:4][N:3]=1.[C:21]([NH2:30])([C:24]1[CH:29]=[CH:28][CH:27]=[CH:26][CH:25]=1)([CH3:23])[CH3:22].C(=O)([O-])[O-].[Cs+].[Cs+], predict the reaction product. (4) Given the reactants Cl[C:2]([O:4][CH2:5][Cl:6])=[O:3].S(C1C=CC(C)=CC=1)(O)(=O)=O.[CH2:18]([O:25][C:26](=[O:30])[CH2:27][CH2:28][NH2:29])[C:19]1[CH:24]=[CH:23][CH:22]=[CH:21][CH:20]=1.CCN(CC)CC, predict the reaction product. The product is: [CH2:18]([O:25][C:26](=[O:30])[CH2:27][CH2:28][NH:29][C:2]([O:4][CH2:5][Cl:6])=[O:3])[C:19]1[CH:24]=[CH:23][CH:22]=[CH:21][CH:20]=1. (5) Given the reactants [C:1]([O:5][C:6](=[O:18])[NH:7][CH2:8][CH:9]1[CH2:14][CH2:13][N:12]([CH2:15][C:16]#[N:17])[CH2:11][CH2:10]1)([CH3:4])([CH3:3])[CH3:2], predict the reaction product. The product is: [C:1]([O:5][C:6](=[O:18])[NH:7][CH2:8][CH:9]1[CH2:14][CH2:13][N:12]([CH2:15][CH2:16][NH2:17])[CH2:11][CH2:10]1)([CH3:4])([CH3:2])[CH3:3]. (6) Given the reactants [O:1]1[CH:5]=[N:4][N:3]=[C:2]1[C:6]1[CH:7]=[CH:8][C:9]([O:15][CH2:16][CH2:17][CH3:18])=[C:10]([CH:14]=1)[C:11]([NH2:13])=[NH:12].[CH2:19]([CH:21]([C:26](=O)[CH2:27][CH3:28])[C:22](OC)=[O:23])[CH3:20], predict the reaction product. The product is: [O:1]1[CH:5]=[N:4][N:3]=[C:2]1[C:6]1[CH:7]=[CH:8][C:9]([O:15][CH2:16][CH2:17][CH3:18])=[C:10]([C:11]2[NH:13][C:22](=[O:23])[C:21]([CH2:19][CH3:20])=[C:26]([CH2:27][CH3:28])[N:12]=2)[CH:14]=1. (7) Given the reactants [N:1]1([CH2:6][CH2:7][CH2:8][O:9][C:10]2[CH:15]=[CH:14][C:13]([C:16]3([CH:22]=[O:23])[CH2:21][CH2:20][O:19][CH2:18][CH2:17]3)=[CH:12][CH:11]=2)[CH2:5][CH2:4][CH2:3][CH2:2]1.[CH3:24][C:25]1[CH:30]=[CH:29][C:28]([S:31]([CH2:34][N+:35]#[C-:36])(=[O:33])=[O:32])=[CH:27][CH:26]=1.[C-]#N.[Na+], predict the reaction product. The product is: [N:1]1([CH2:6][CH2:7][CH2:8][O:9][C:10]2[CH:15]=[CH:14][C:13]([C:16]3([CH:22]4[O:23][CH:36]=[N:35][CH:34]4[S:31]([C:28]4[CH:29]=[CH:30][C:25]([CH3:24])=[CH:26][CH:27]=4)(=[O:33])=[O:32])[CH2:17][CH2:18][O:19][CH2:20][CH2:21]3)=[CH:12][CH:11]=2)[CH2:5][CH2:4][CH2:3][CH2:2]1.